From a dataset of Forward reaction prediction with 1.9M reactions from USPTO patents (1976-2016). Predict the product of the given reaction. (1) Given the reactants [Cl:1][C:2]1[CH:14]=[C:13]([Cl:15])[CH:12]=[CH:11][C:3]=1[CH2:4][NH:5][C@H:6]1[CH2:10][CH2:9][NH:8][CH2:7]1.Cl[C:17]1[N:22]=[C:21]([C:23]([F:26])([F:25])[F:24])[CH:20]=[CH:19][N:18]=1.C(=O)([O-])[O-].[K+].[K+], predict the reaction product. The product is: [Cl:1][C:2]1[CH:14]=[C:13]([Cl:15])[CH:12]=[CH:11][C:3]=1[CH2:4][NH:5][C@H:6]1[CH2:10][CH2:9][N:8]([C:17]2[N:22]=[C:21]([C:23]([F:26])([F:25])[F:24])[CH:20]=[CH:19][N:18]=2)[CH2:7]1. (2) Given the reactants C([N:4]1[CH2:9][CH2:8][N:7]2[N:10]=[C:11]([NH:13][C:14]3[C:15](=[O:22])[N:16]([CH3:21])[CH:17]=[C:18]([Br:20])[CH:19]=3)[CH:12]=[C:6]2[CH2:5]1)(=O)C.[OH-].[Na+].C(O)C.C(OCC)(=O)C, predict the reaction product. The product is: [Br:20][C:18]1[CH:19]=[C:14]([NH:13][C:11]2[CH:12]=[C:6]3[CH2:5][NH:4][CH2:9][CH2:8][N:7]3[N:10]=2)[C:15](=[O:22])[N:16]([CH3:21])[CH:17]=1. (3) Given the reactants C(Br)(Br)(Br)[Br:2].[OH-].[Na+].[F:8][CH:9]([F:32])[O:10][C:11]1[N:15]([CH3:16])[N:14]=[C:13]([C:17]([F:20])([F:19])[F:18])[C:12]=1[CH2:21][S:22]([C:25]1[CH2:29][C:28]([CH3:31])([CH3:30])[O:27][N:26]=1)(=[O:24])=[O:23], predict the reaction product. The product is: [Br:2][CH:21]([C:12]1[C:13]([C:17]([F:19])([F:20])[F:18])=[N:14][N:15]([CH3:16])[C:11]=1[O:10][CH:9]([F:8])[F:32])[S:22]([C:25]1[CH2:29][C:28]([CH3:30])([CH3:31])[O:27][N:26]=1)(=[O:24])=[O:23]. (4) Given the reactants B(Br)(Br)Br.C[O:6][C:7]1[CH:12]=[CH:11][C:10]([C:13]2[CH:18]=[CH:17][C:16]([CH:19]([C:24]([O:26][CH3:27])=[O:25])[C:20]([O:22][CH3:23])=[O:21])=[C:15]([N+:28]([O-:30])=[O:29])[CH:14]=2)=[CH:9][CH:8]=1.O, predict the reaction product. The product is: [OH:6][C:7]1[CH:12]=[CH:11][C:10]([C:13]2[CH:18]=[CH:17][C:16]([CH:19]([C:20]([O:22][CH3:23])=[O:21])[C:24]([O:26][CH3:27])=[O:25])=[C:15]([N+:28]([O-:30])=[O:29])[CH:14]=2)=[CH:9][CH:8]=1. (5) Given the reactants Cl[C:2]1[CH:7]=[C:6]([Cl:8])[N:5]=[CH:4][N:3]=1.C(=O)([O-])[O-].[K+].[K+].Cl.[CH3:16][CH:17]1[CH2:23][CH2:22][CH:21]([CH3:24])[CH2:20][CH2:19][NH:18]1.[Cl-].[NH4+], predict the reaction product. The product is: [Cl:8][C:6]1[N:5]=[CH:4][N:3]=[C:2]([N:18]2[CH2:19][CH2:20][CH:21]([CH3:24])[CH2:22][CH2:23][CH:17]2[CH3:16])[CH:7]=1.